Dataset: Catalyst prediction with 721,799 reactions and 888 catalyst types from USPTO. Task: Predict which catalyst facilitates the given reaction. (1) Reactant: C([Li])CCC.CCCCCC.[C:12]([C:16]#[CH:17])([CH3:15])([CH3:14])[CH3:13].[CH:18]([CH:20]=[CH2:21])=[O:19].[Cl-].[NH4+].S(=O)(=O)(O)O. Product: [CH3:13][C:12]([CH3:15])([CH3:14])[C:16]#[C:17][CH:18]([OH:19])[CH:20]=[CH2:21]. The catalyst class is: 7. (2) Reactant: [O:1]=[C:2]1[CH:11]=[CH:10][C:9]2[CH2:8][CH2:7][C:6](=[O:12])[N:5]3[CH:13]([CH2:15][N:16]4[CH2:21][CH2:20][CH:19]([NH:22][C:23](=[O:29])[O:24][C:25]([CH3:28])([CH3:27])[CH3:26])[CH2:18][CH2:17]4)[CH2:14][N:3]1[C:4]=23.C(C1C(=O)C(Cl)=C(Cl)C(=O)C=1C#N)#N.C(=O)([O-])[O-].[K+].[K+]. Product: [O:1]=[C:2]1[CH:11]=[CH:10][C:9]2[CH:8]=[CH:7][C:6](=[O:12])[N:5]3[CH:13]([CH2:15][N:16]4[CH2:17][CH2:18][CH:19]([NH:22][C:23](=[O:29])[O:24][C:25]([CH3:27])([CH3:26])[CH3:28])[CH2:20][CH2:21]4)[CH2:14][N:3]1[C:4]=23. The catalyst class is: 12. (3) Reactant: [CH2:1]([O:8][C:9]([N:11]1[C@@H:16]([CH3:17])[C:15](=[O:18])[N:14]2[C@@H:19]([CH2:22][C:23]([OH:25])=O)[CH2:20][O:21][CH:13]2[CH2:12]1)=[O:10])[C:2]1[CH:7]=[CH:6][CH:5]=[CH:4][CH:3]=1.Cl.[CH2:27]1[C:29]2([CH2:34][CH2:33][NH:32][CH2:31][C@H:30]2[OH:35])[CH2:28]1.CN1CCOCC1. Product: [CH2:1]([O:8][C:9]([N:11]1[C@@H:16]([CH3:17])[C:15](=[O:18])[N:14]2[C@@H:19]([CH2:22][C:23]([N:32]3[CH2:33][CH2:34][C:29]4([CH2:27][CH2:28]4)[C@H:30]([OH:35])[CH2:31]3)=[O:25])[CH2:20][O:21][CH:13]2[CH2:12]1)=[O:10])[C:2]1[CH:7]=[CH:6][CH:5]=[CH:4][CH:3]=1. The catalyst class is: 3. (4) Reactant: [Cl:1][C:2]1[CH:3]=[CH:4][C:5]([O:15][CH2:16][C:17]2[CH:22]=[CH:21][CH:20]=[CH:19][CH:18]=2)=[C:6]([C:8](=O)[CH2:9][CH2:10][C:11](=O)[CH3:12])[CH:7]=1.[CH3:23][O:24][C:25](=[O:34])[C:26]1[CH:31]=[C:30]([NH2:32])[CH:29]=[CH:28][C:27]=1[Cl:33].C1(C)C=CC(S(O)(=O)=O)=CC=1. Product: [CH3:23][O:24][C:25](=[O:34])[C:26]1[C:27]([Cl:33])=[CH:28][CH:29]=[C:30]([N:32]2[C:11]([CH3:12])=[CH:10][CH:9]=[C:8]2[C:6]2[CH:7]=[C:2]([Cl:1])[CH:3]=[CH:4][C:5]=2[O:15][CH2:16][C:17]2[CH:22]=[CH:21][CH:20]=[CH:19][CH:18]=2)[CH:31]=1. The catalyst class is: 11. (5) Reactant: [Cl:1][C:2]1[CH:7]=[CH:6][C:5]([C@@:8]2([CH3:40])[C@:12]([C:14]3[CH:19]=[CH:18][C:17]([Cl:20])=[CH:16][CH:15]=3)([CH3:13])[NH:11][C:10]([C:21]3[C:22]([O:37][CH2:38][CH3:39])=[CH:23][C:24]([C:33]([CH3:36])([CH3:35])[CH3:34])=[C:25]([S:27]([N:30]([CH3:32])[CH3:31])(=[O:29])=[O:28])[CH:26]=3)=[N:9]2)=[CH:4][CH:3]=1.[C:41](Cl)([Cl:43])=[O:42]. Product: [C:33]([C:24]1[C:25]([S:27](=[O:28])(=[O:29])[N:30]([CH3:31])[CH3:32])=[CH:26][C:21]([C:10]2[N:9]([C:41]([Cl:43])=[O:42])[C:8]([C:5]3[CH:6]=[CH:7][C:2]([Cl:1])=[CH:3][CH:4]=3)([CH3:40])[C:12]([C:14]3[CH:15]=[CH:16][C:17]([Cl:20])=[CH:18][CH:19]=3)([CH3:13])[N:11]=2)=[C:22]([O:37][CH2:38][CH3:39])[CH:23]=1)([CH3:34])([CH3:36])[CH3:35]. The catalyst class is: 66. (6) The catalyst class is: 367. Product: [CH2:1]([O:3][C:9]([C:6]1[CH:7]=[CH:8][NH:4][CH:5]=1)=[O:10])[CH3:2]. Reactant: [CH2:1]([OH:3])[CH3:2].[NH:4]1[CH:8]=[CH:7][C:6]([C:9](O)=[O:10])=[CH:5]1.C1(N=C=NC2CCCCC2)CCCCC1. (7) Reactant: [Cl:1][C:2]1[CH:3]=[C:4]([S:9]([N:12]2[CH:17]=[CH:16][NH:15][C:14](=[O:18])[C@H:13]2[CH2:19][C:20]([N:22]2[CH2:28][CH2:27][CH2:26][C:25](=[O:29])[CH2:24][CH2:23]2)=[O:21])(=[O:11])=[O:10])[CH:5]=[CH:6][C:7]=1[Cl:8].[CH2:30]1COCC1.C[Mg]Br.O.O.O.O.O.O.O.O.O.O.O.O.S([O-])([O-])(=O)=O.[Na+].[Na+]. Product: [Cl:1][C:2]1[CH:3]=[C:4]([S:9]([N:12]2[CH:17]=[CH:16][NH:15][C:14](=[O:18])[C@H:13]2[CH2:19][C:20]([N:22]2[CH2:28][CH2:27][CH2:26][C:25]([OH:29])([CH3:30])[CH2:24][CH2:23]2)=[O:21])(=[O:11])=[O:10])[CH:5]=[CH:6][C:7]=1[Cl:8]. The catalyst class is: 25.